This data is from Forward reaction prediction with 1.9M reactions from USPTO patents (1976-2016). The task is: Predict the product of the given reaction. Given the reactants [F:1][C:2]1[CH:7]=[C:6]([N+:8]([O-:10])=[O:9])[CH:5]=[C:4](F)[C:3]=1[N:12]1[CH:16]=[C:15]([CH3:17])[N:14]=[CH:13]1.[CH3:18][O-:19].[Na+], predict the reaction product. The product is: [F:1][C:2]1[CH:7]=[C:6]([N+:8]([O-:10])=[O:9])[CH:5]=[C:4]([O:19][CH3:18])[C:3]=1[N:12]1[CH:16]=[C:15]([CH3:17])[N:14]=[CH:13]1.